This data is from Forward reaction prediction with 1.9M reactions from USPTO patents (1976-2016). The task is: Predict the product of the given reaction. (1) Given the reactants [Br:1][C:2]1[C:3]([O:10][CH2:11][CH:12]2[CH2:17][CH2:16][N:15]([C:18]([O:20][C:21]([CH3:24])([CH3:23])[CH3:22])=[O:19])[CH2:14][CH2:13]2)=[CH:4][C:5]([NH:8][NH2:9])=[N:6][CH:7]=1.[CH:25](OCC)(OCC)OCC, predict the reaction product. The product is: [Br:1][C:2]1[C:3]([O:10][CH2:11][CH:12]2[CH2:13][CH2:14][N:15]([C:18]([O:20][C:21]([CH3:24])([CH3:23])[CH3:22])=[O:19])[CH2:16][CH2:17]2)=[CH:4][C:5]2[N:6]([CH:25]=[N:9][N:8]=2)[CH:7]=1. (2) Given the reactants [OH-].[Li+].[Cl:3][C:4]1[N:5]=[C:6]([C:11]([NH:13][C@H:14]2[CH2:19][CH2:18][N:17]([C:20]3[S:21][C:22]([C:26]([O:28]CC)=[O:27])=[C:23]([CH3:25])[N:24]=3)[CH2:16][C@H:15]2[F:31])=[O:12])[NH:7][C:8]=1[CH2:9][CH3:10].Cl.O, predict the reaction product. The product is: [Cl:3][C:4]1[N:5]=[C:6]([C:11]([NH:13][C@H:14]2[CH2:19][CH2:18][N:17]([C:20]3[S:21][C:22]([C:26]([OH:28])=[O:27])=[C:23]([CH3:25])[N:24]=3)[CH2:16][C@H:15]2[F:31])=[O:12])[NH:7][C:8]=1[CH2:9][CH3:10]. (3) Given the reactants C(OC([N:8]1[CH2:13][CH:12]2[CH:10]([CH:11]2[N:14]([CH2:22][C:23]2[CH:28]=[CH:27][CH:26]=[CH:25][CH:24]=2)[CH2:15][C:16]2[CH:21]=[CH:20][CH:19]=[CH:18][CH:17]=2)[CH2:9]1)=O)(C)(C)C.FC(F)(F)C(O)=O, predict the reaction product. The product is: [CH:12]12[CH:11]([N:14]([CH2:15][C:16]3[CH:21]=[CH:20][CH:19]=[CH:18][CH:17]=3)[CH2:22][C:23]3[CH:28]=[CH:27][CH:26]=[CH:25][CH:24]=3)[CH:10]1[CH2:9][NH:8][CH2:13]2. (4) Given the reactants C(C1C=CC=C2C=1N=C(C1(C3C=CC=CC=3)CC1)C(O)=[C:8]2[C:23]([OH:25])=[O:24])C.[F:26][C:27]([F:40])([F:39])[C:28]1[CH:29]=[C:30]2[C:34](=[CH:35][CH:36]=1)[NH:33][C:32](=O)[C:31]2=[O:38].C(OCC([C:48]1([C:51]2[CH:56]=[CH:55][C:54]([Cl:57])=[CH:53][CH:52]=2)[CH2:50][CH2:49]1)=O)(=O)C, predict the reaction product. The product is: [Cl:57][C:54]1[CH:53]=[CH:52][C:51]([C:48]2([C:32]3[C:31]([OH:38])=[C:8]([C:23]([OH:25])=[O:24])[C:30]4[C:34](=[CH:35][CH:36]=[C:28]([C:27]([F:26])([F:39])[F:40])[CH:29]=4)[N:33]=3)[CH2:49][CH2:50]2)=[CH:56][CH:55]=1. (5) Given the reactants [F:1][C:2]([F:11])([F:10])[C:3]1[N:8]=[CH:7][C:6]([OH:9])=[CH:5][N:4]=1.[F:12][C:13]1[CH:14]=[C:15]([CH:18]=[C:19]([F:22])[C:20]=1F)[CH:16]=[O:17], predict the reaction product. The product is: [F:12][C:13]1[CH:14]=[C:15]([CH:18]=[C:19]([F:22])[C:20]=1[O:9][C:6]1[CH:7]=[N:8][C:3]([C:2]([F:1])([F:10])[F:11])=[N:4][CH:5]=1)[CH:16]=[O:17]. (6) Given the reactants [CH:1]1([C:4]2[N:5]=[C:6]3[CH:11]=[CH:10][C:9]([N:12]4[CH:17]=[CH:16][C:15]([OH:18])=[CH:14][C:13]4=[O:19])=[CH:8][N:7]3[C:20]=2[CH3:21])[CH2:3][CH2:2]1.[F:22][C:23]1[CH:24]=[C:25]([CH2:30]O)[CH:26]=[CH:27][C:28]=1[F:29].C(P(CCCC)CCCC)CCC.N(C(N1CCCCC1)=O)=NC(N1CCCCC1)=O, predict the reaction product. The product is: [CH:1]1([C:4]2[N:5]=[C:6]3[CH:11]=[CH:10][C:9]([N:12]4[CH:17]=[CH:16][C:15]([O:18][CH2:30][C:25]5[CH:26]=[CH:27][C:28]([F:29])=[C:23]([F:22])[CH:24]=5)=[CH:14][C:13]4=[O:19])=[CH:8][N:7]3[C:20]=2[CH3:21])[CH2:3][CH2:2]1. (7) Given the reactants [CH2:1]([O:5][C:6]1[CH:11]=[CH:10][C:9]([C:12]([C:15]2[CH:20]=[CH:19][C:18]([O:21][CH2:22][CH:23]3[O:25][CH2:24]3)=[CH:17][CH:16]=2)([CH3:14])[CH3:13])=[CH:8][CH:7]=1)[CH:2]1[O:4][CH2:3]1.FC(F)(F)S([O-])(=O)=O.[Er+3].FC(F)(F)S([O-])(=O)=O.FC(F)(F)S([O-])(=O)=O.C(=O)(O)[O-].[Na+].[CH3:56][OH:57], predict the reaction product. The product is: [CH3:56][O:57][CH2:24][CH:23]([OH:25])[CH2:22][O:21][C:18]1[CH:19]=[CH:20][C:15]([C:12]([C:9]2[CH:10]=[CH:11][C:6]([O:5][CH2:1][CH:2]3[CH2:3][O:4]3)=[CH:7][CH:8]=2)([CH3:14])[CH3:13])=[CH:16][CH:17]=1.